This data is from Reaction yield outcomes from USPTO patents with 853,638 reactions. The task is: Predict the reaction yield, written as a fraction of the theoretical maximum amount of product (1.0 means a 100% yield; for example, 0.34 means a 34% yield). (1) The reactants are C(Cl)(=O)C(Cl)=O.C(Cl)Cl.CS(C)=O.[CH:14]([Si:17]([CH:34]([CH3:36])[CH3:35])([CH:31]([CH3:33])[CH3:32])[O:18][CH:19]1[C:25]2=[N:26][CH:27]=[CH:28][CH:29]=[C:24]2[CH2:23][CH:22]([OH:30])[CH2:21][CH2:20]1)([CH3:16])[CH3:15]. The catalyst is O. The product is [CH:34]([Si:17]([CH:14]([CH3:16])[CH3:15])([CH:31]([CH3:33])[CH3:32])[O:18][CH:19]1[C:25]2=[N:26][CH:27]=[CH:28][CH:29]=[C:24]2[CH2:23][C:22](=[O:30])[CH2:21][CH2:20]1)([CH3:36])[CH3:35]. The yield is 0.184. (2) The reactants are C([O:3][C:4](=[O:15])[C:5]#[C:6][C:7]1[CH:12]=[CH:11][C:10]([Cl:13])=[C:9]([F:14])[CH:8]=1)C.FC(F)(F)C(O)=O.CO[CH2:25][N:26]([CH2:32][C:33]1[CH:38]=[CH:37][CH:36]=[CH:35][CH:34]=1)[CH2:27][Si](C)(C)C.[OH-].[Na+]. The yield is 0.670. The product is [CH2:32]([N:26]1[CH2:27][C:6]([C:7]2[CH:12]=[CH:11][C:10]([Cl:13])=[C:9]([F:14])[CH:8]=2)=[C:5]([C:4]([OH:3])=[O:15])[CH2:25]1)[C:33]1[CH:38]=[CH:37][CH:36]=[CH:35][CH:34]=1. The catalyst is ClCCl.C(O)C.O. (3) The reactants are Cl.[Br:2][C:3]1[CH:4]=[C:5]([CH:8]=[CH:9][CH:10]=1)[CH2:6][NH2:7].[C:11](OC([O-])=O)([O:13][C:14]([CH3:17])([CH3:16])[CH3:15])=[O:12].C(N(CC)CC)C. The catalyst is ClCCl. The product is [Br:2][C:3]1[CH:4]=[C:5]([CH:8]=[CH:9][CH:10]=1)[CH2:6][NH:7][C:11](=[O:12])[O:13][C:14]([CH3:17])([CH3:16])[CH3:15]. The yield is 1.00. (4) The yield is 0.660. The reactants are [CH3:1][C:2]1[CH:11]=[CH:10][CH:9]=[C:8]2[C:3]=1[C:4](=[O:46])[N:5]([C:32]1[CH:33]=[C:34](OS(C(F)(F)F)(=O)=O)[CH:35]=[CH:36][CH:37]=1)[C:6]([CH:12]([NH:14][C:15]1[N:23]=[CH:22][N:21]=[C:20]3[C:16]=1[N:17]=[CH:18][N:19]3[CH2:24][O:25][CH2:26][CH2:27][Si:28]([CH3:31])([CH3:30])[CH3:29])[CH3:13])=[N:7]2.[CH3:47][N:48](C=O)C. The product is [CH3:1][C:2]1[CH:11]=[CH:10][CH:9]=[C:8]2[C:3]=1[C:4](=[O:46])[N:5]([C:32]1[CH:33]=[C:34]([CH:35]=[CH:36][CH:37]=1)[C:47]#[N:48])[C:6]([CH:12]([NH:14][C:15]1[N:23]=[CH:22][N:21]=[C:20]3[C:16]=1[N:17]=[CH:18][N:19]3[CH2:24][O:25][CH2:26][CH2:27][Si:28]([CH3:30])([CH3:29])[CH3:31])[CH3:13])=[N:7]2. The catalyst is C1C=CC([P]([Pd]([P](C2C=CC=CC=2)(C2C=CC=CC=2)C2C=CC=CC=2)([P](C2C=CC=CC=2)(C2C=CC=CC=2)C2C=CC=CC=2)[P](C2C=CC=CC=2)(C2C=CC=CC=2)C2C=CC=CC=2)(C2C=CC=CC=2)C2C=CC=CC=2)=CC=1.[C-]#N.[Zn+2].[C-]#N. (5) The reactants are C(NC(C)C)(C)C.C([Li])CCC.[O:13]1[CH2:18][CH2:17][CH:16]([C:19]([O:21][CH3:22])=[O:20])[CH2:15][CH2:14]1.Br[CH2:24][C:25]([O:27][C:28]([CH3:31])([CH3:30])[CH3:29])=[O:26]. The catalyst is O1CCCC1.O. The product is [C:28]([O:27][C:25](=[O:26])[CH2:24][C:16]1([C:19]([O:21][CH3:22])=[O:20])[CH2:17][CH2:18][O:13][CH2:14][CH2:15]1)([CH3:31])([CH3:30])[CH3:29]. The yield is 0.560. (6) The reactants are [C:1]([C:3]1[CH:10]=[CH:9][C:6](CO)=[CH:5][CH:4]=1)#[N:2].N1C=CN=[CH:12]1.[Si:16](Cl)([C:19]([CH3:22])([CH3:21])[CH3:20])(C)C.OS([O-])(=O)=O.[K+].CCO[C:33]([CH3:35])=[O:34]. The catalyst is CN(C=O)C.CCCCCC. The product is [C:19]([SiH2:16][O:34][C:33]([CH3:35])([CH3:12])[C:6]1[CH:9]=[CH:10][C:3]([C:1]#[N:2])=[CH:4][CH:5]=1)([CH3:22])([CH3:21])[CH3:20]. The yield is 0.360. (7) The reactants are CN1CCOCC1.[C:8]([O:12][C:13]([NH:15][CH:16]([CH3:20])[C:17]([OH:19])=O)=[O:14])([CH3:11])([CH3:10])[CH3:9].ClC(OCC(C)C)=O.S(C1C=CC(C)=CC=1)(O)(=O)=O.[NH2:40][CH:41]([C:47](=[O:49])[CH3:48])[C:42]([O:44][CH2:45][CH3:46])=[O:43]. The catalyst is C1COCC1. The product is [C:8]([O:12][C:13]([NH:15][CH:16]([CH3:20])[C:17]([NH:40][CH:41]([C:47](=[O:49])[CH3:48])[C:42]([O:44][CH2:45][CH3:46])=[O:43])=[O:19])=[O:14])([CH3:9])([CH3:10])[CH3:11]. The yield is 0.687. (8) The reactants are [C:1]1([OH:7])[CH:6]=[CH:5][CH:4]=[CH:3][CH:2]=1.[Cl:8][C:9]1[N:14]=[C:13]([S:15][CH3:16])[N:12]2[CH:17]=[C:18]([CH2:20]Cl)[N:19]=[C:11]2[CH:10]=1.C([O-])([O-])=O.[K+].[K+]. The catalyst is C(#N)C. The product is [Cl:8][C:9]1[N:14]=[C:13]([S:15][CH3:16])[N:12]2[CH:17]=[C:18]([CH2:20][O:7][C:1]3[CH:6]=[CH:5][CH:4]=[CH:3][CH:2]=3)[N:19]=[C:11]2[CH:10]=1. The yield is 0.530. (9) The reactants are [CH:1]([C:3]1[N:8]=[N:7][C:6]2[O:9][CH:10]([CH2:13][OH:14])[CH2:11][O:12][C:5]=2[CH:4]=1)=C.I([O-])(=O)(=O)=[O:16].[Na+]. The catalyst is O1CCOCC1.O.[Os](=O)(=O)(=O)=O. The product is [OH:14][CH2:13][CH:10]1[O:9][C:6]2[N:7]=[N:8][C:3]([CH:1]=[O:16])=[CH:4][C:5]=2[O:12][CH2:11]1. The yield is 0.200. (10) The reactants are [CH:1]1([O:6][C:7](=[O:48])[C@@H:8]([NH:40]C(OC(C)(C)C)=O)[CH2:9][CH2:10][O:11][C:12]2[CH:13]=[C:14]3[C:19](=[CH:20][C:21]=2[O:22][CH3:23])[N:18]=[CH:17][CH:16]=[C:15]3[O:24][C:25]2[CH:30]=[CH:29][C:28]([NH:31][C:32](=[O:39])[C:33]3[CH:38]=[CH:37][CH:36]=[CH:35][CH:34]=3)=[CH:27][CH:26]=2)[CH2:5][CH2:4][CH2:3][CH2:2]1. The catalyst is C(O)(C(F)(F)F)=O.C(Cl)Cl. The product is [CH:1]1([O:6][C:7](=[O:48])[C@@H:8]([NH2:40])[CH2:9][CH2:10][O:11][C:12]2[CH:13]=[C:14]3[C:19](=[CH:20][C:21]=2[O:22][CH3:23])[N:18]=[CH:17][CH:16]=[C:15]3[O:24][C:25]2[CH:26]=[CH:27][C:28]([NH:31][C:32](=[O:39])[C:33]3[CH:34]=[CH:35][CH:36]=[CH:37][CH:38]=3)=[CH:29][CH:30]=2)[CH2:2][CH2:3][CH2:4][CH2:5]1. The yield is 0.710.